The task is: Predict the reactants needed to synthesize the given product.. This data is from Retrosynthesis with 50K atom-mapped reactions and 10 reaction types from USPTO. (1) Given the product CCOC(OCC)[C@H](C)NCc1csc2ccc(Cl)nc12, predict the reactants needed to synthesize it. The reactants are: CCOC(OCC)[C@H](C)N.O=Cc1csc2ccc(Cl)nc12. (2) Given the product CCC(c1ccc(NC(=O)Cc2ccccc2C)c([N+](=O)[O-])c1)n1ccnc1, predict the reactants needed to synthesize it. The reactants are: CCC(c1ccc(N)c([N+](=O)[O-])c1)n1ccnc1.Cc1ccccc1CC(=O)Cl. (3) Given the product CC(=O)Nc1sc2c(c1-c1nc3cc(Cl)ccc3s1)CCN(C(=O)OC(C)(C)C)C2, predict the reactants needed to synthesize it. The reactants are: CC(=O)OC(C)=O.CC(C)(C)OC(=O)N1CCc2c(sc(N)c2-c2nc3cc(Cl)ccc3s2)C1. (4) Given the product COc1cc2nccc(Oc3ccc(NC(=O)Nc4ccc(Cl)c(Cl)c4)cc3)c2cc1OC, predict the reactants needed to synthesize it. The reactants are: COc1cc2nccc(Oc3ccc(N)cc3)c2cc1OC.O=C=Nc1ccc(Cl)c(Cl)c1. (5) Given the product COc1ccc2c(-c3cccc(F)c3F)noc2c1Cl, predict the reactants needed to synthesize it. The reactants are: COc1ccc(/C(=N\OC(C)=O)c2cccc(F)c2F)c(O)c1Cl.